Dataset: Peptide-MHC class I binding affinity with 185,985 pairs from IEDB/IMGT. Task: Regression. Given a peptide amino acid sequence and an MHC pseudo amino acid sequence, predict their binding affinity value. This is MHC class I binding data. (1) The peptide sequence is RSNNKFTLK. The binding affinity (normalized) is 0.100. The MHC is HLA-A68:01 with pseudo-sequence HLA-A68:01. (2) The peptide sequence is AFDIASVFF. The MHC is HLA-B07:02 with pseudo-sequence HLA-B07:02. The binding affinity (normalized) is 0.0847. (3) The peptide sequence is ESSIYVILK. The MHC is HLA-A68:01 with pseudo-sequence HLA-A68:01. The binding affinity (normalized) is 0.785.